This data is from Full USPTO retrosynthesis dataset with 1.9M reactions from patents (1976-2016). The task is: Predict the reactants needed to synthesize the given product. (1) Given the product [CH3:25][C:22]1([CH3:26])[C:21]2[C:16]([O:15][C:12]3[N:11]=[CH:10][C:9]([N:8]4[C:6](=[O:7])[C:2]5([CH2:5][CH2:4][CH2:3]5)[NH:1][C:35]4=[O:37])=[CH:14][CH:13]=3)=[CH:17][CH:18]=[CH:19][C:20]=2[O:24][CH2:23]1, predict the reactants needed to synthesize it. The reactants are: [NH2:1][C:2]1([C:6]([NH:8][C:9]2[CH:10]=[N:11][C:12]([O:15][C:16]3[C:21]4[C:22]([CH3:26])([CH3:25])[CH2:23][O:24][C:20]=4[CH:19]=[CH:18][CH:17]=3)=[CH:13][CH:14]=2)=[O:7])[CH2:5][CH2:4][CH2:3]1.C(N(CC)CC)C.Cl[C:35](Cl)([O:37]C(=O)OC(Cl)(Cl)Cl)Cl. (2) Given the product [CH3:1][O:2][C:3]1[CH:4]=[C:5]2[C:9]([C:8]([CH:16]([CH3:17])[C:15]([O:14][CH3:13])=[O:19])=[CH:7][CH2:6]2)=[CH:10][CH:11]=1, predict the reactants needed to synthesize it. The reactants are: [CH3:1][O:2][C:3]1[CH:4]=[C:5]2[C:9](=[CH:10][CH:11]=1)[C:8](=O)[CH2:7][CH2:6]2.[CH3:13][O:14][C:15](=[O:19])[CH:16](Br)[CH3:17].